Predict the reactants needed to synthesize the given product. From a dataset of Full USPTO retrosynthesis dataset with 1.9M reactions from patents (1976-2016). (1) Given the product [CH2:64]([CH2:69][NH2:70])[CH2:65][C:66]([OH:68])=[O:67].[CH3:1][C@@H:2]1[O:7][C@@H:6]([O:8][C@@H:9]2[C:14]3=[C:15]([OH:32])[C:16]4[C:28](=[O:29])[C:27]5[C:22](=[CH:23][CH:24]=[CH:25][C:26]=5[O:30][CH3:31])[C:20](=[O:21])[C:17]=4[C:18]([OH:19])=[C:13]3[CH2:12][C@@:11]([OH:37])([C:33]([CH2:35][OH:36])=[O:34])[CH2:10]2)[CH2:5][C@H:4]([NH2:38])[C@@H:3]1[OH:39], predict the reactants needed to synthesize it. The reactants are: [CH3:1][C@@H:2]1[O:7][C@@H:6]([O:8][C@@H:9]2[C:14]3=[C:15]([OH:32])[C:16]4[C:28](=[O:29])[C:27]5[C:22](=[CH:23][CH:24]=[CH:25][C:26]=5[O:30][CH3:31])[C:20](=[O:21])[C:17]=4[C:18]([OH:19])=[C:13]3[CH2:12][C@@:11]([OH:37])([C:33]([CH2:35][OH:36])=[O:34])[CH2:10]2)[CH2:5][C@H:4]([NH2:38])[C@@H:3]1[OH:39].Cl.CCN(C(C)C)C(C)C.C(Cl)CCl.ON1C2C=CC=CC=2N=N1.[CH2:64]([CH2:69][NH2:70])[CH2:65][C:66]([OH:68])=[O:67]. (2) Given the product [C:1]([C:3]1[C:8]2[S:9][C:10]3[CH:16]=[CH:15][C:14]([C:17]([O:19][CH3:20])=[O:18])=[CH:13][C:11]=3[N:12]([CH2:27][CH2:25][O:24][CH3:23])[C:7]=2[N:6]=[CH:5][CH:4]=1)#[N:2], predict the reactants needed to synthesize it. The reactants are: [C:1]([C:3]1[C:8]2[S:9][C:10]3[CH:16]=[CH:15][C:14]([C:17]([O:19][CH3:20])=[O:18])=[CH:13][C:11]=3[NH:12][C:7]=2[N:6]=[CH:5][CH:4]=1)#[N:2].[H-].[Na+].[CH3:23][O:24][CH2:25]Cl.[CH3:27]N(C)C=O. (3) Given the product [CH:21]1[CH:22]=[C:23]([N+:29]([O-:31])=[O:30])[C:24]2[C:28](=[N:27][O:26][N:25]=2)[C:20]=1[NH:5][C@@H:4]([C@H:6]([OH:7])[C@@H:8]([OH:9])[C@@H:10]([OH:11])[CH2:12][OH:13])[CH:3]=[O:2], predict the reactants needed to synthesize it. The reactants are: Cl.[OH:2][CH:3]1[O:11][C@@H:10]([CH2:12][OH:13])[C@H:8]([OH:9])[C@@H:6]([OH:7])[C@@H:4]1[NH2:5].C([O-])(O)=O.[Na+].F[C:20]1[C:28]2[C:24](=[N:25][O:26][N:27]=2)[C:23]([N+:29]([O-:31])=[O:30])=[CH:22][CH:21]=1. (4) Given the product [Br:29][C:30]1[CH:31]=[C:32]2[C:36](=[CH:37][CH:38]=1)[NH:35][C:34]([C:48]([NH2:7])=[O:50])=[C:33]2[S:53]([N:63]1[CH2:69][CH2:68][C:67](=[O:70])[NH:66][CH2:65][CH2:64]1)(=[O:54])=[O:55], predict the reactants needed to synthesize it. The reactants are: ClC1C=C2C(=CC=1)[N:7](S(C1C=CC=CC=1)(=O)=O)C(C(OCC)=O)=C2S(Cl)(=O)=O.[Br:29][C:30]1[CH:31]=[C:32]2[C:36](=[CH:37][CH:38]=1)[N:35](S(C1C=CC=CC=1)(=O)=O)[C:34]([C:48]([O:50]CC)=O)=[C:33]2[S:53](Cl)(=[O:55])=[O:54].N1CCOCC1.[NH:63]1[CH2:69][CH2:68][C:67](=[O:70])[NH:66][CH2:65][CH2:64]1. (5) Given the product [IH:16].[CH2:14]([S:12][C:11](=[NH:13])[NH:10][C:5]1[CH:6]=[CH:7][CH:8]=[CH:9][C:4]=1[CH:1]([CH3:3])[CH3:2])[CH3:15], predict the reactants needed to synthesize it. The reactants are: [CH:1]([C:4]1[CH:9]=[CH:8][CH:7]=[CH:6][C:5]=1[NH:10][C:11]([NH2:13])=[S:12])([CH3:3])[CH3:2].[CH2:14]([I:16])[CH3:15].